Dataset: Forward reaction prediction with 1.9M reactions from USPTO patents (1976-2016). Task: Predict the product of the given reaction. (1) The product is: [NH:20]1[CH2:19][CH2:18][N:5]=[C:6]1[C:7]1[CH:8]=[CH:9][C:10]([C:11]([O:13][CH2:14][CH3:15])=[O:12])=[CH:16][CH:17]=1. Given the reactants Cl.C(O[N:5]=[CH:6][C:7]1[CH:17]=[CH:16][C:10]([C:11]([O:13][CH2:14][CH3:15])=[O:12])=[CH:9][CH:8]=1)C.[CH2:18](N)[CH2:19][NH2:20], predict the reaction product. (2) Given the reactants Cl[C:2]1[N:7]=[C:6]([NH:8][C:9]2[CH:14]=[C:13]([N+:15]([O-:17])=[O:16])[CH:12]=[CH:11][C:10]=2[CH3:18])[CH:5]=[CH:4][N:3]=1.[N:19]1[CH:24]=[C:23](B(O)O)[CH:22]=[N:21][CH:20]=1.C(=O)([O-])[O-].[K+].[K+], predict the reaction product. The product is: [CH3:18][C:10]1[CH:11]=[CH:12][C:13]([N+:15]([O-:17])=[O:16])=[CH:14][C:9]=1[NH:8][C:6]1[CH:5]=[CH:4][N:3]=[C:2]([C:23]2[CH:24]=[N:19][CH:20]=[N:21][CH:22]=2)[N:7]=1. (3) Given the reactants [F:1][C:2]1[CH:32]=[C:31]([F:33])[CH:30]=[CH:29][C:3]=1[CH2:4][C:5]1[CH:6]=[C:7]([C:18]2[N:19]=[CH:20][C:21]([C:24]([O:26]CC)=[O:25])=[N:22][CH:23]=2)[C:8]2[C:15](=[O:16])[N:14]3[C@@H:10]([CH2:11][CH2:12][CH2:13]3)[C:9]=2[N:17]=1.O.CO, predict the reaction product. The product is: [F:1][C:2]1[CH:32]=[C:31]([F:33])[CH:30]=[CH:29][C:3]=1[CH2:4][C:5]1[CH:6]=[C:7]([C:18]2[N:19]=[CH:20][C:21]([C:24]([OH:26])=[O:25])=[N:22][CH:23]=2)[C:8]2[C:15](=[O:16])[N:14]3[C@@H:10]([CH2:11][CH2:12][CH2:13]3)[C:9]=2[N:17]=1. (4) The product is: [C:16]([C:15]1[C:14]([C:27]([O:26][CH3:25])=[O:28])=[N:5][C:10]([CH3:19])=[CH:11][CH:12]=1)#[CH:17]. Given the reactants CCCC[N+:5]([CH2:14][CH2:15][CH2:16][CH3:17])([CH2:10][CH2:11][CH2:12]C)CCCC.[F-].[C:19]([O-])(O)=O.[Na+].C[CH2:25][O:26][C:27](C)=[O:28], predict the reaction product. (5) Given the reactants [CH2:1]([S:8][C:9]1[C:10]([F:33])=[CH:11][C:12]([NH:22][C:23]2[CH:28]=[C:27]([Cl:29])[C:26]([Br:30])=[CH:25][C:24]=2[O:31][CH3:32])=[C:13](/[CH:15]=[CH:16]/[C:17]([O:19]CC)=O)[CH:14]=1)[C:2]1[CH:7]=[CH:6][CH:5]=[CH:4][CH:3]=1.C[O-].[Na+], predict the reaction product. The product is: [CH2:1]([S:8][C:9]1[CH:14]=[C:13]2[C:12](=[CH:11][C:10]=1[F:33])[N:22]([C:23]1[CH:28]=[C:27]([Cl:29])[C:26]([Br:30])=[CH:25][C:24]=1[O:31][CH3:32])[C:17](=[O:19])[CH:16]=[CH:15]2)[C:2]1[CH:7]=[CH:6][CH:5]=[CH:4][CH:3]=1. (6) Given the reactants COC1C=CC2C(=CC=CC=2)C=1.[C:13]([C:16]1[CH:21]=[CH:20][CH:19]=[CH:18][C:17]=1[O:22]C)([OH:15])=[O:14], predict the reaction product. The product is: [OH:22][C:17]1[CH:18]=[CH:19][CH:20]=[CH:21][C:16]=1[C:13]([OH:15])=[O:14]. (7) The product is: [CH3:1][O:2][C:3](=[O:14])[C:4]1[CH:9]=[CH:8][C:7]([CH2:10][CH:11]=[O:12])=[CH:6][CH:5]=1. Given the reactants [CH3:1][O:2][C:3](=[O:14])[C:4]1[CH:9]=[CH:8][C:7]([CH:10]=[CH:11][O:12]C)=[CH:6][CH:5]=1.Cl, predict the reaction product. (8) Given the reactants Cl.Cl.[NH2:3][CH2:4][CH2:5][N:6]1[C:14]2[C:13]([NH:15][C:16]3[CH:21]=[CH:20][C:19]([O:22][C:23]4[C:28]5[CH:29]=[N:30][S:31][C:27]=5[CH:26]=[CH:25][CH:24]=4)=[C:18]([Cl:32])[CH:17]=3)=[N:12][CH:11]=[N:10][C:9]=2[CH:8]=[CH:7]1.[OH:33][CH2:34][C:35]([CH3:40])([CH3:39])[C:36](O)=[O:37].ON1C2C=CC=CC=2N=N1.Cl.C(N=C=NCCCN(C)C)C.[CH3:63][S:64]([OH:67])(=[O:66])=[O:65], predict the reaction product. The product is: [CH3:63][S:64]([OH:67])(=[O:66])=[O:65].[S:31]1[C:27]2[CH:26]=[CH:25][CH:24]=[C:23]([O:22][C:19]3[CH:20]=[CH:21][C:16]([NH:15][C:13]4[C:14]5[N:6]([CH2:5][CH2:4][NH:3][C:34](=[O:33])[C:35]([CH3:40])([CH3:39])[CH2:36][OH:37])[CH:7]=[CH:8][C:9]=5[N:10]=[CH:11][N:12]=4)=[CH:17][C:18]=3[Cl:32])[C:28]=2[CH:29]=[N:30]1. (9) The product is: [CH2:1]([O:8][C:9]1[C:10](=[O:39])[N:11]([CH2:35][CH2:36][O:37][CH3:38])[CH:12]=[CH:13][C:14]=1[C:15]([NH:17][CH:18]([CH2:23][CH2:24][CH2:25][CH2:26][NH:27][C:28]([O:30][C:31]([CH3:34])([CH3:32])[CH3:33])=[O:29])[C:19]([OH:21])=[O:20])=[O:16])[C:2]1[CH:3]=[CH:4][CH:5]=[CH:6][CH:7]=1. Given the reactants [CH2:1]([O:8][C:9]1[C:10](=[O:39])[N:11]([CH2:35][CH2:36][O:37][CH3:38])[CH:12]=[CH:13][C:14]=1[C:15]([NH:17][CH:18]([CH2:23][CH2:24][CH2:25][CH2:26][NH:27][C:28]([O:30][C:31]([CH3:34])([CH3:33])[CH3:32])=[O:29])[C:19]([O:21]C)=[O:20])=[O:16])[C:2]1[CH:7]=[CH:6][CH:5]=[CH:4][CH:3]=1.[OH-].[Na+].Cl, predict the reaction product.